Dataset: Reaction yield outcomes from USPTO patents with 853,638 reactions. Task: Predict the reaction yield, written as a fraction of the theoretical maximum amount of product (1.0 means a 100% yield; for example, 0.34 means a 34% yield). (1) The reactants are CN(C=O)C.[C:6]([O:14][C:15]1[C:23]([O:24][CH3:25])=[CH:22][C:18]([C:19]([OH:21])=O)=[C:17]([N+:26]([O-:28])=[O:27])[CH:16]=1)(=O)[C:7]1[CH:12]=[CH:11][CH:10]=[CH:9][CH:8]=1.S(Cl)(Cl)=O.[CH:33]1[C:45]2[CH:44]([NH2:46])[C:43]3[C:38](=[CH:39][CH:40]=[CH:41][CH:42]=3)[C:37]=2[CH:36]=[CH:35][CH:34]=1. The catalyst is C1C=CC=CC=1.C(N(CC)CC)C. The product is [CH:33]1[C:45]2[CH:44]([NH:46][C:19](=[O:21])[C:18]3[CH:22]=[C:23]([O:24][CH3:25])[C:15]([O:14][CH2:6][C:7]4[CH:8]=[CH:9][CH:10]=[CH:11][CH:12]=4)=[CH:16][C:17]=3[N+:26]([O-:28])=[O:27])[C:43]3[C:38](=[CH:39][CH:40]=[CH:41][CH:42]=3)[C:37]=2[CH:36]=[CH:35][CH:34]=1. The yield is 0.800. (2) The catalyst is O1CCCC1. The product is [OH:8][CH:7]([C:6]1[CH:5]=[CH:4][C:3]([CH:9]=[O:10])=[CH:2][CH:1]=1)[CH2:11][CH2:12][CH2:13][CH2:14][CH2:15][CH2:16][CH2:17][CH3:18]. The yield is 0.0510. The reactants are [CH:1]1[C:6]([CH:7]=[O:8])=[CH:5][CH:4]=[C:3]([CH:9]=[O:10])[CH:2]=1.[CH2:11]([Mg]Cl)[CH2:12][CH2:13][CH2:14][CH2:15][CH2:16][CH2:17][CH3:18]. (3) The reactants are [Cl:1][C:2]1[CH:7]=[C:6](Cl)[N:5]=[CH:4][N:3]=1.[CH3:9][O:10][C:11]1[CH:16]=[CH:15][CH:14]=[CH:13][C:12]=1B(O)O.C(COC)OC.C([O-])(O)=O.[Na+]. The catalyst is Cl[Pd](Cl)([P](C1C=CC=CC=1)(C1C=CC=CC=1)C1C=CC=CC=1)[P](C1C=CC=CC=1)(C1C=CC=CC=1)C1C=CC=CC=1.O. The product is [Cl:1][C:2]1[CH:7]=[C:6]([C:12]2[CH:13]=[CH:14][CH:15]=[CH:16][C:11]=2[O:10][CH3:9])[N:5]=[CH:4][N:3]=1. The yield is 0.750. (4) The product is [CH3:20][N:11]([CH2:12][CH2:13][C:14]1[CH:15]=[CH:16][CH:17]=[CH:18][CH:19]=1)[C:9](=[O:10])[C@H:8]([CH3:21])[NH2:7]. The yield is 0.950. The reactants are C(OC(=O)[NH:7][C@@H:8]([CH3:21])[C:9]([N:11]([CH3:20])[CH2:12][CH2:13][C:14]1[CH:19]=[CH:18][CH:17]=[CH:16][CH:15]=1)=[O:10])(C)(C)C.C(O)(C(F)(F)F)=O. The catalyst is C(Cl)Cl. (5) The reactants are C(OC([N:8]1[C:12]2[CH:13]=[C:14]([F:18])[CH:15]=[C:16]([I:17])[C:11]=2[N:10]=[CH:9]1)=O)(C)(C)C.FC1C=C(N)C(N)=C(I)C=1.[OH-].[Na+]. The catalyst is C(O)=O. The product is [F:18][C:14]1[CH:15]=[C:16]([I:17])[C:11]2[N:10]=[CH:9][NH:8][C:12]=2[CH:13]=1. The yield is 0.860.